This data is from Catalyst prediction with 721,799 reactions and 888 catalyst types from USPTO. The task is: Predict which catalyst facilitates the given reaction. (1) Reactant: [CH3:1][C:2]1([OH:6])[CH2:5][CH2:4][CH2:3]1.N1C=CC=CC=1.[C:13](Cl)(=[O:24])[O:14][C:15]1[CH:20]=[CH:19][C:18]([N+:21]([O-:23])=[O:22])=[CH:17][CH:16]=1. Product: [C:13](=[O:24])([O:14][C:15]1[CH:16]=[CH:17][C:18]([N+:21]([O-:23])=[O:22])=[CH:19][CH:20]=1)[O:6][C:2]1([CH3:1])[CH2:5][CH2:4][CH2:3]1. The catalyst class is: 4. (2) Reactant: Br[C:2]1[CH:6]=[CH:5][S:4][CH:3]=1.[O:7]=[C:8]1[CH2:12][CH2:11][N:10]([C:13]([O:15][C:16]([CH3:19])([CH3:18])[CH3:17])=[O:14])[CH2:9]1. Product: [OH:7][C:8]1([C:2]2[CH:6]=[CH:5][S:4][CH:3]=2)[CH2:12][CH2:11][N:10]([C:13]([O:15][C:16]([CH3:19])([CH3:18])[CH3:17])=[O:14])[CH2:9]1. The catalyst class is: 28. (3) Reactant: [Br:1][C:2]1[N:3]=C(C=O)NC=1.[C:9]([O-:12])([O-])=O.[Cs+].[Cs+].[F:15][C:16]([F:26])([F:25])S(OCC(F)F)(=O)=O.[CH3:27][N:28]([CH:30]=O)[CH3:29]. Product: [Br:1][C:2]1[N:3]=[C:27]([CH:9]=[O:12])[N:28]([CH2:30][C:16]([F:26])([F:25])[F:15])[CH:29]=1. The catalyst class is: 6. (4) Reactant: [NH2:1][C:2]1[CH:3]=[C:4]([C:8]2[S:12][C:11]([C:13]3[CH:22]=[C:21]4[C:16]([CH2:17][CH2:18][N:19]([CH3:24])[C:20]4=[O:23])=[CH:15][CH:14]=3)=[CH:10][CH:9]=2)[CH:5]=[N:6][CH:7]=1.[F:25][C:26]1[CH:31]=[C:30]([F:32])[CH:29]=[CH:28][C:27]=1[S:33](Cl)(=[O:35])=[O:34]. Product: [F:25][C:26]1[CH:31]=[C:30]([F:32])[CH:29]=[CH:28][C:27]=1[S:33]([NH:1][C:2]1[CH:7]=[N:6][CH:5]=[C:4]([C:8]2[S:12][C:11]([C:13]3[CH:22]=[C:21]4[C:16]([CH2:17][CH2:18][N:19]([CH3:24])[C:20]4=[O:23])=[CH:15][CH:14]=3)=[CH:10][CH:9]=2)[CH:3]=1)(=[O:35])=[O:34]. The catalyst class is: 100. (5) Reactant: [CH2:1]([O:8][C:9]1[CH:14]=[CH:13][C:12]([C:15]2[N:16]=[CH:17][NH:18][CH:19]=2)=[CH:11][CH:10]=1)[C:2]1[CH:7]=[CH:6][CH:5]=[CH:4][CH:3]=1.[H-].[Na+].Cl[C:23]([N:25]([CH3:39])[CH:26]1[CH2:31][CH2:30][N:29]([C:32]([O:34][C:35]([CH3:38])([CH3:37])[CH3:36])=[O:33])[CH2:28][CH2:27]1)=[O:24]. Product: [CH2:1]([O:8][C:9]1[CH:14]=[CH:13][C:12]([C:15]2[N:16]=[CH:17][N:18]([C:23]([N:25]([CH:26]3[CH2:31][CH2:30][N:29]([C:32]([O:34][C:35]([CH3:38])([CH3:37])[CH3:36])=[O:33])[CH2:28][CH2:27]3)[CH3:39])=[O:24])[CH:19]=2)=[CH:11][CH:10]=1)[C:2]1[CH:3]=[CH:4][CH:5]=[CH:6][CH:7]=1. The catalyst class is: 7.